Predict which catalyst facilitates the given reaction. From a dataset of Catalyst prediction with 721,799 reactions and 888 catalyst types from USPTO. Reactant: [O:1]1[C:5]2[CH:6]=[C:7]([C@@H:10]([O:14][C:15]3[CH:16]=[C:17]4[C:21](=[CH:22][CH:23]=3)[N:20]([C:24]3[CH:29]=[CH:28][C:27]([F:30])=[CH:26][CH:25]=3)[N:19]=[CH:18]4)[C@@H:11]([NH2:13])[CH3:12])[CH:8]=[CH:9][C:4]=2[CH2:3][CH2:2]1.CCN(C(C)C)C(C)C.[F:40][C:41]([F:52])([F:51])[C:42](O[C:42](=[O:43])[C:41]([F:52])([F:51])[F:40])=[O:43]. Product: [O:1]1[C:5]2[CH:6]=[C:7]([C@@H:10]([O:14][C:15]3[CH:16]=[C:17]4[C:21](=[CH:22][CH:23]=3)[N:20]([C:24]3[CH:25]=[CH:26][C:27]([F:30])=[CH:28][CH:29]=3)[N:19]=[CH:18]4)[C@@H:11]([NH:13][C:42](=[O:43])[C:41]([F:52])([F:51])[F:40])[CH3:12])[CH:8]=[CH:9][C:4]=2[CH2:3][CH2:2]1. The catalyst class is: 1.